From a dataset of Catalyst prediction with 721,799 reactions and 888 catalyst types from USPTO. Predict which catalyst facilitates the given reaction. (1) Reactant: [CH3:1][O:2][C:3]1[CH:4]=[C:5](/[C:11](=[CH:14]/[C:15]2[CH:20]=[CH:19][C:18]([O:21][CH2:22][CH2:23][CH2:24][CH2:25][CH2:26][CH2:27][CH2:28][CH2:29][OH:30])=[CH:17][CH:16]=2)/[C:12]#[N:13])[CH:6]=[C:7]([O:9][CH3:10])[CH:8]=1.C(N(CC)CC)C.[C:38](O[C:38](=[O:42])[C:39]([CH3:41])=[CH2:40])(=[O:42])[C:39]([CH3:41])=[CH2:40].O. Product: [CH3:41][C:39](=[CH2:40])[C:38]([O:30][CH2:29][CH2:28][CH2:27][CH2:26][CH2:25][CH2:24][CH2:23][CH2:22][O:21][C:18]1[CH:17]=[CH:16][C:15](/[CH:14]=[C:11](\[C:12]#[N:13])/[C:5]2[CH:6]=[C:7]([O:9][CH3:10])[CH:8]=[C:3]([O:2][CH3:1])[CH:4]=2)=[CH:20][CH:19]=1)=[O:42]. The catalyst class is: 367. (2) Reactant: [H-].[Na+].[C:3]1([OH:9])[CH:8]=[CH:7][CH:6]=[CH:5][CH:4]=1.[C:10]1([NH:16][S:17]([C:20]2[N:24]3[N:25]=[C:26](Cl)[CH:27]=[CH:28][C:23]3=[N:22][CH:21]=2)(=[O:19])=[O:18])[CH:15]=[CH:14][CH:13]=[CH:12][CH:11]=1. Product: [C:10]1([NH:16][S:17]([C:20]2[N:24]3[N:25]=[C:26]([O:9][C:3]4[CH:8]=[CH:7][CH:6]=[CH:5][CH:4]=4)[CH:27]=[CH:28][C:23]3=[N:22][CH:21]=2)(=[O:18])=[O:19])[CH:11]=[CH:12][CH:13]=[CH:14][CH:15]=1. The catalyst class is: 12. (3) Reactant: [CH:1]1([C:4]2[C:5]([N:24]([C:29]3[CH:34]=[CH:33][C:32]([OH:35])=[CH:31][CH:30]=3)[S:25]([CH3:28])(=[O:27])=[O:26])=[CH:6][C:7]3[O:11][C:10]([C:12]4[CH:17]=[CH:16][C:15]([F:18])=[CH:14][CH:13]=4)=[C:9]([C:19]([NH:21][CH3:22])=[O:20])[C:8]=3[CH:23]=2)[CH2:3][CH2:2]1.C(=O)([O-])[O-].[K+].[K+].Br[CH2:43][B:44]1[O:48]C(C)(C)C(C)(C)[O:45]1. Product: [CH:1]1([C:4]2[C:5]([N:24]([C:29]3[CH:30]=[CH:31][C:32]([O:35][CH2:43][B:44]([OH:48])[OH:45])=[CH:33][CH:34]=3)[S:25]([CH3:28])(=[O:27])=[O:26])=[CH:6][C:7]3[O:11][C:10]([C:12]4[CH:17]=[CH:16][C:15]([F:18])=[CH:14][CH:13]=4)=[C:9]([C:19](=[O:20])[NH:21][CH3:22])[C:8]=3[CH:23]=2)[CH2:3][CH2:2]1. The catalyst class is: 23. (4) Reactant: [Cl:1][C:2]1[CH:3]=[C:4]([CH:7]=[CH:8][C:9]=1[C:10]1[C:33](=[O:34])[N:32]([CH2:35][CH3:36])[C:13]2[N:14]=[C:15]([NH:18][C:19]3[CH:24]=[CH:23][C:22]([N:25]4[CH2:30][CH2:29][N:28]([CH3:31])[CH2:27][CH2:26]4)=[CH:21][CH:20]=3)[N:16]=[CH:17][C:12]=2[CH:11]=1)[C:5]#[N:6].[NH2:37][OH:38].C([O-])([O-])=O.[Na+].[Na+]. Product: [Cl:1][C:2]1[CH:3]=[C:4]([CH:7]=[CH:8][C:9]=1[C:10]1[C:33](=[O:34])[N:32]([CH2:35][CH3:36])[C:13]2[N:14]=[C:15]([NH:18][C:19]3[CH:20]=[CH:21][C:22]([N:25]4[CH2:30][CH2:29][N:28]([CH3:31])[CH2:27][CH2:26]4)=[CH:23][CH:24]=3)[N:16]=[CH:17][C:12]=2[CH:11]=1)[C:5](=[NH:6])[NH:37][OH:38]. The catalyst class is: 14.